From a dataset of NCI-60 drug combinations with 297,098 pairs across 59 cell lines. Regression. Given two drug SMILES strings and cell line genomic features, predict the synergy score measuring deviation from expected non-interaction effect. (1) Drug 1: CCC1(CC2CC(C3=C(CCN(C2)C1)C4=CC=CC=C4N3)(C5=C(C=C6C(=C5)C78CCN9C7C(C=CC9)(C(C(C8N6C)(C(=O)OC)O)OC(=O)C)CC)OC)C(=O)OC)O.OS(=O)(=O)O. Drug 2: C1=CN(C=N1)CC(O)(P(=O)(O)O)P(=O)(O)O. Cell line: LOX IMVI. Synergy scores: CSS=1.50, Synergy_ZIP=1.03, Synergy_Bliss=4.53, Synergy_Loewe=-0.839, Synergy_HSA=1.19. (2) Drug 1: C1=NC2=C(N=C(N=C2N1C3C(C(C(O3)CO)O)F)Cl)N. Drug 2: C(CN)CNCCSP(=O)(O)O. Cell line: UACC-257. Synergy scores: CSS=0.316, Synergy_ZIP=-0.460, Synergy_Bliss=-0.907, Synergy_Loewe=-3.22, Synergy_HSA=-1.91.